From a dataset of Reaction yield outcomes from USPTO patents with 853,638 reactions. Predict the reaction yield, written as a fraction of the theoretical maximum amount of product (1.0 means a 100% yield; for example, 0.34 means a 34% yield). (1) The reactants are [C:1]([O:5][C:6](=[O:34])[NH:7][C:8]([C:10]1[S:11][C:12]([S:32][CH3:33])=[C:13]([S:15]([C:18]2[CH:19]=[C:20]([C:24]3[C:29]([CH3:30])=[CH:28][CH:27]=[CH:26][C:25]=3[NH2:31])[CH:21]=[CH:22][CH:23]=2)(=[O:17])=[O:16])[CH:14]=1)=[NH:9])([CH3:4])([CH3:3])[CH3:2].Cl[C:36](OC1C=CC([N+]([O-])=O)=CC=1)=[O:37].N1C=CC=CC=1.C([O:56][P:57]([CH2:62][CH2:63][CH2:64][CH2:65][CH2:66][NH2:67])(=[O:61])[O:58]CC)C.C(N(CC)CC)C. The catalyst is C(Cl)Cl. The product is [C:1]([O:5][C:6]([NH:7][C:8](=[NH:9])[C:10]1[S:11][C:12]([S:32][CH3:33])=[C:13]([S:15]([C:18]2[CH:19]=[C:20]([C:24]3[C:29]([CH3:30])=[CH:28][CH:27]=[CH:26][C:25]=3[NH:31][C:36](=[O:37])[NH:67][CH2:66][CH2:65][CH2:64][CH2:63][CH2:62][P:57](=[O:61])([OH:56])[OH:58])[CH:21]=[CH:22][CH:23]=2)(=[O:17])=[O:16])[CH:14]=1)=[O:34])([CH3:4])([CH3:3])[CH3:2]. The yield is 0.880. (2) The reactants are Br[C:2]1[CH:3]=[C:4]([C:8]2([C:19]3[CH:24]=[CH:23][C:22]([F:25])=[C:21]([O:26][CH3:27])[CH:20]=3)[C:16]3[C:11](=[C:12]([F:17])[CH:13]=[CH:14][CH:15]=3)[C:10]([NH2:18])=[N:9]2)[CH:5]=[CH:6][CH:7]=1.[N:28]1[CH:33]=[C:32](B(O)O)[CH:31]=[N:30][CH:29]=1. No catalyst specified. The product is [F:17][C:12]1[CH:13]=[CH:14][CH:15]=[C:16]2[C:11]=1[C:10]([NH2:18])=[N:9][C:8]2([C:19]1[CH:24]=[CH:23][C:22]([F:25])=[C:21]([O:26][CH3:27])[CH:20]=1)[C:4]1[CH:5]=[CH:6][CH:7]=[C:2]([C:32]2[CH:33]=[N:28][CH:29]=[N:30][CH:31]=2)[CH:3]=1. The yield is 0.200.